From a dataset of Peptide-MHC class II binding affinity with 134,281 pairs from IEDB. Regression. Given a peptide amino acid sequence and an MHC pseudo amino acid sequence, predict their binding affinity value. This is MHC class II binding data. (1) The peptide sequence is AFTVVLSGGTLIDTL. The MHC is DRB3_0101 with pseudo-sequence DRB3_0101. The binding affinity (normalized) is 0.359. (2) The peptide sequence is PQPQLPYPQPELPY. The MHC is HLA-DQA10501-DQB10201 with pseudo-sequence HLA-DQA10501-DQB10201. The binding affinity (normalized) is 0.289. (3) The peptide sequence is RIEEVTRMAMTDTTP. The MHC is HLA-DQA10501-DQB10402 with pseudo-sequence HLA-DQA10501-DQB10402. The binding affinity (normalized) is 0.377. (4) The binding affinity (normalized) is 0.139. The MHC is HLA-DQA10501-DQB10201 with pseudo-sequence HLA-DQA10501-DQB10201. The peptide sequence is FEIKCTKPEACSGEP. (5) The peptide sequence is LPQILAECARRRLRT. The MHC is DRB1_0701 with pseudo-sequence DRB1_0701. The binding affinity (normalized) is 0.492. (6) The peptide sequence is RWLLIEILKASKSML. The MHC is DRB1_0404 with pseudo-sequence DRB1_0404. The binding affinity (normalized) is 0.883. (7) The peptide sequence is ILELAQSETCSPGGQ. The MHC is DRB4_0101 with pseudo-sequence DRB4_0103. The binding affinity (normalized) is 0.366.